From a dataset of Full USPTO retrosynthesis dataset with 1.9M reactions from patents (1976-2016). Predict the reactants needed to synthesize the given product. (1) Given the product [Br:18][C:16]1[CH:17]=[C:12]([Br:11])[C:13]2[O:22][C:1](=[O:3])[CH:20]=[C:19]([OH:21])[C:14]=2[CH:15]=1, predict the reactants needed to synthesize it. The reactants are: [CH2:1]([O:3]C(=O)OCC)C.[H-].[Na+].[Br:11][C:12]1[C:13]([OH:22])=[C:14]([C:19](=[O:21])[CH3:20])[CH:15]=[C:16]([Br:18])[CH:17]=1.[OH-].[Na+]. (2) Given the product [CH3:7][C:6]1[CH:5]=[CH:4][N:3]=[C:19]2[C:18](=[O:20])[C:17]3[CH:16]=[CH:15][CH:14]=[CH:13][C:12]=3[C:11](=[O:21])[C:10]=12, predict the reactants needed to synthesize it. The reactants are: CN(C)[N:3]=[CH:4]/[CH:5]=[CH:6]/[CH3:7].Br[C:10]1[C:11](=[O:21])[C:12]2[C:17]([C:18](=[O:20])[CH:19]=1)=[CH:16][CH:15]=[CH:14][CH:13]=2. (3) Given the product [CH3:1][S:2]([NH:6][C:7]1[CH:16]=[CH:15][CH:14]=[C:13]2[C:8]=1[CH:9]=[CH:10][N:11]=[CH:12]2)(=[O:4])=[O:3], predict the reactants needed to synthesize it. The reactants are: [CH3:1][S:2](Cl)(=[O:4])=[O:3].[NH2:6][C:7]1[CH:16]=[CH:15][CH:14]=[C:13]2[C:8]=1[CH:9]=[CH:10][N:11]=[CH:12]2.C(O)(=O)CC(CC(O)=O)(C(O)=O)O. (4) Given the product [OH:3][CH:4]1[CH2:10][CH2:9][CH2:8][N:7]([C:11]([O:13][CH2:14][CH3:15])=[O:12])[CH2:6][CH2:5]1, predict the reactants needed to synthesize it. The reactants are: [BH4-].[Na+].[O:3]=[C:4]1[CH2:10][CH2:9][CH2:8][N:7]([C:11]([O:13][CH2:14][CH3:15])=[O:12])[CH2:6][CH2:5]1. (5) The reactants are: [CH3:1][C:2]([C:4]1[CH:9]=[CH:8][CH:7]=[C:6]([C:10]([F:13])([F:12])[F:11])[CH:5]=1)=[O:3].[CH2:14]=O.[ClH:16].[CH3:17][NH:18][CH3:19].Cl. Given the product [ClH:16].[CH3:17][N:18]([CH3:14])[CH2:19][CH2:1][C:2]([C:4]1[CH:9]=[CH:8][CH:7]=[C:6]([C:10]([F:11])([F:12])[F:13])[CH:5]=1)=[O:3], predict the reactants needed to synthesize it. (6) Given the product [Cl:1][C:2]1[CH:3]=[CH:4][C:5]([C:8]([N:63]2[CH2:62][CH2:61][C:60]3[N:66]=[C:57]([C:52]4[C:51]5[C:55](=[CH:56][C:48]([C:41]6[CH:42]=[C:43]([F:47])[C:44]([OH:46])=[CH:45][C:40]=6[CH2:38][CH3:39])=[CH:49][CH:50]=5)[NH:54][N:53]=4)[NH:58][C:59]=3[CH2:65][CH2:64]2)=[O:10])=[N:6][CH:7]=1, predict the reactants needed to synthesize it. The reactants are: [Cl:1][C:2]1[CH:3]=[CH:4][C:5]([C:8]([OH:10])=O)=[N:6][CH:7]=1.CN(C(ON1N=NC2C=CC=NC1=2)=[N+](C)C)C.F[P-](F)(F)(F)(F)F.Br.Br.Br.[CH2:38]([C:40]1[C:41]([C:48]2[CH:56]=[C:55]3[C:51]([C:52]([C:57]4[NH:66][C:60]5[CH2:61][CH2:62][NH:63][CH2:64][CH2:65][C:59]=5[N:58]=4)=[N:53][NH:54]3)=[CH:50][CH:49]=2)=[CH:42][C:43]([F:47])=[C:44]([OH:46])[CH:45]=1)[CH3:39].CCN(C(C)C)C(C)C.C(=O)([O-])O.[Na+].